This data is from Peptide-MHC class I binding affinity with 185,985 pairs from IEDB/IMGT. The task is: Regression. Given a peptide amino acid sequence and an MHC pseudo amino acid sequence, predict their binding affinity value. This is MHC class I binding data. (1) The peptide sequence is HYLQGSNAPPT. The MHC is H-2-Kd with pseudo-sequence H-2-Kd. The binding affinity (normalized) is 0.380. (2) The peptide sequence is GPKVKQWPL. The MHC is HLA-B08:01 with pseudo-sequence HLA-B08:01. The binding affinity (normalized) is 0.919. (3) The peptide sequence is SALNHTKKW. The MHC is HLA-A02:01 with pseudo-sequence HLA-A02:01. The binding affinity (normalized) is 0.0847. (4) The MHC is HLA-A02:03 with pseudo-sequence HLA-A02:03. The peptide sequence is GVNACQVGV. The binding affinity (normalized) is 0.393. (5) The MHC is HLA-A02:03 with pseudo-sequence HLA-A02:03. The peptide sequence is RIYDPLWFQ. The binding affinity (normalized) is 0.0847. (6) The peptide sequence is ITMYDKILSY. The MHC is HLA-A68:01 with pseudo-sequence HLA-A68:01. The binding affinity (normalized) is 0.541. (7) The peptide sequence is PDVLRSDVY. The MHC is HLA-B45:01 with pseudo-sequence HLA-B45:01. The binding affinity (normalized) is 0. (8) The peptide sequence is QTIVFIWFI. The MHC is Mamu-B17 with pseudo-sequence Mamu-B17. The binding affinity (normalized) is 0.109.